Dataset: Full USPTO retrosynthesis dataset with 1.9M reactions from patents (1976-2016). Task: Predict the reactants needed to synthesize the given product. (1) Given the product [C:10]1(=[O:12])[O:14][C:1](=[O:13])[CH2:2][CH2:3][CH2:4][CH2:5][CH2:6][CH2:7][CH2:8][CH2:9]1, predict the reactants needed to synthesize it. The reactants are: [C:1]([OH:14])(=[O:13])[CH2:2][CH2:3][CH2:4][CH2:5][CH2:6][CH2:7][CH2:8][CH2:9][C:10]([OH:12])=O.ClC(Cl)(OC(=O)OC(Cl)(Cl)Cl)Cl. (2) Given the product [F:29][C:13]1[CH:12]=[CH:11][C:10]([C:35]2[CH:36]=[N:37][CH:38]=[C:33]([C:30]#[C:31][CH3:32])[CH:34]=2)=[CH:15][C:14]=1[C@:16]1([CH2:27][F:28])[CH2:21][C@@H:20]([C:22]([F:25])([F:24])[F:23])[O:19][C:18]([NH2:26])=[N:17]1, predict the reactants needed to synthesize it. The reactants are: P([O-])([O-])([O-])=O.[K+].[K+].[K+].Br[C:10]1[CH:11]=[CH:12][C:13]([F:29])=[C:14]([C@:16]2([CH2:27][F:28])[CH2:21][C@@H:20]([C:22]([F:25])([F:24])[F:23])[O:19][C:18]([NH2:26])=[N:17]2)[CH:15]=1.[C:30]([C:33]1[CH:34]=[C:35](B(O)O)[CH:36]=[N:37][CH:38]=1)#[C:31][CH3:32].